Task: Regression/Classification. Given a drug SMILES string, predict its toxicity properties. Task type varies by dataset: regression for continuous values (e.g., LD50, hERG inhibition percentage) or binary classification for toxic/non-toxic outcomes (e.g., AMES mutagenicity, cardiotoxicity, hepatotoxicity). Dataset: herg_karim.. Dataset: hERG potassium channel inhibition data for cardiac toxicity prediction from Karim et al. (1) The drug is Cc1nc2cnc(Oc3cccc4cccnc34)cc2c(=O)n1CC1CCCN(C(C)C)C1. The result is 0 (non-blocker). (2) The drug is COCC(=O)OC1(CCN(C)CCCC2=NC3C=CC=CC3=N2)CCc2cc(F)ccc2C1C(C)C. The result is 1 (blocker). (3) The compound is CC(=O)SCC(=O)c1ccc(NS(=O)(=O)c2ccc3c(c2)COOC3)nc1. The result is 0 (non-blocker). (4) The compound is Cn1nc(NCC(=O)NC2CN(C3CCC(N)CC3)C2)c2cc(C(F)(F)F)ccc21. The result is 0 (non-blocker). (5) The drug is COC1COCCC1N[C@@H]1C[C@H]2CCC[C@@]2(C(=O)N2CCc3ccc(C#N)cc3C2)C1. The result is 0 (non-blocker). (6) The drug is NC1=N[C@@]2(CO1)c1cc(-c3cccnc3F)ccc1Oc1c2cc(-c2cccnc2)nc1F. The result is 0 (non-blocker).